This data is from Full USPTO retrosynthesis dataset with 1.9M reactions from patents (1976-2016). The task is: Predict the reactants needed to synthesize the given product. Given the product [F:1][C:2]1[CH:3]=[C:4]([C@H:9]2[N:14]([CH2:15][C:16]([NH:23][C:24]3[CH:25]=[C:26]4[C:39](=[CH:40][CH:41]=3)[CH2:38][C@:28]3([C:36]5[C:31](=[N:32][CH:33]=[CH:34][CH:35]=5)[NH:30][C:29]3=[O:37])[CH2:27]4)=[O:18])[C:13](=[O:19])[C:12]([CH3:20])([CH3:21])[C@@H:11]([OH:22])[CH2:10]2)[CH:5]=[C:6]([F:8])[CH:7]=1, predict the reactants needed to synthesize it. The reactants are: [F:1][C:2]1[CH:3]=[C:4]([C@H:9]2[N:14]([CH2:15][C:16]([OH:18])=O)[C:13](=[O:19])[C:12]([CH3:21])([CH3:20])[C@@H:11]([OH:22])[CH2:10]2)[CH:5]=[C:6]([F:8])[CH:7]=1.[NH2:23][C:24]1[CH:25]=[C:26]2[C:39](=[CH:40][CH:41]=1)[CH2:38][C@:28]1([C:36]3[C:31](=[N:32][CH:33]=[CH:34][CH:35]=3)[NH:30][C:29]1=[O:37])[CH2:27]2.C1C=CC2N(O)N=NC=2C=1.C(Cl)CCl.